Predict the product of the given reaction. From a dataset of Forward reaction prediction with 1.9M reactions from USPTO patents (1976-2016). Given the reactants [Cl:1][C:2]1[CH:7]=[CH:6][C:5]([N:8]=[C:9]=[O:10])=[CH:4][C:3]=1[C:11]([F:14])([F:13])[F:12].[NH2:15][C:16]1[CH:21]=[CH:20][C:19]([OH:22])=[CH:18][CH:17]=1, predict the reaction product. The product is: [Cl:1][C:2]1[CH:7]=[CH:6][C:5]([NH:8][C:9]([NH:15][C:16]2[CH:21]=[CH:20][C:19]([OH:22])=[CH:18][CH:17]=2)=[O:10])=[CH:4][C:3]=1[C:11]([F:12])([F:13])[F:14].